Task: Predict the reactants needed to synthesize the given product.. Dataset: Full USPTO retrosynthesis dataset with 1.9M reactions from patents (1976-2016) (1) Given the product [NH2:11][CH2:10][CH2:9][C@H:8]([C:12]1[O:13][C:14]([O:17][CH2:18][CH:19]([CH2:23][CH2:24][CH3:25])[CH2:20][CH2:21][CH3:22])=[CH:15][CH:16]=1)[OH:7], predict the reactants needed to synthesize it. The reactants are: [H-].[H-].[H-].[H-].[Li+].[Al+3].[OH:7][C@@H:8]([C:12]1[O:13][C:14]([O:17][CH2:18][CH:19]([CH2:23][CH2:24][CH3:25])[CH2:20][CH2:21][CH3:22])=[CH:15][CH:16]=1)[CH2:9][C:10]#[N:11].N.CO.C(Cl)Cl. (2) Given the product [CH3:3][O:35][C:33](=[O:34])[C@H:17]([CH2:18][C:19]1[CH:20]=[CH:21][C:22]([OH:25])=[CH:23][CH:24]=1)[NH2:16], predict the reactants needed to synthesize it. The reactants are: [N+](=[CH:3]C(C=[N+]=[N-])=O)=[N-].C([NH:16][C@H:17]([C:33]([OH:35])=[O:34])[CH2:18][C:19]1[CH:24]=[CH:23][C:22]([O:25]C(OC(C)(C)C)=O)=[CH:21][CH:20]=1)(OC(C)(C)C)=O. (3) Given the product [Br:11][CH2:2][C:1]([C:4]1[CH:5]=[N:6][CH:7]=[C:8]([Br:10])[CH:9]=1)=[O:3], predict the reactants needed to synthesize it. The reactants are: [C:1]([C:4]1[CH:5]=[N:6][CH:7]=[C:8]([Br:10])[CH:9]=1)(=[O:3])[CH3:2].[Br:11]Br. (4) Given the product [CH3:18][O:17][C:15]1[CH:16]=[C:11]([C:8]2[N:6]3[CH:7]=[C:2]([N:21]4[CH2:26][CH2:25][O:24][CH2:23][CH2:22]4)[CH:3]=[CH:4][C:5]3=[N:10][CH:9]=2)[CH:12]=[N:13][C:14]=1[O:19][CH3:20], predict the reactants needed to synthesize it. The reactants are: Br[C:2]1[CH:3]=[CH:4][C:5]2[N:6]([C:8]([C:11]3[CH:12]=[N:13][C:14]([O:19][CH3:20])=[C:15]([O:17][CH3:18])[CH:16]=3)=[CH:9][N:10]=2)[CH:7]=1.[NH:21]1[CH2:26][CH2:25][O:24][CH2:23][CH2:22]1.C1(P(C2C=CC=CC=2)C2C=CC3C(=CC=CC=3)C=2C2C3C(=CC=CC=3)C=CC=2P(C2C=CC=CC=2)C2C=CC=CC=2)C=CC=CC=1.CC(C)([O-])C.[Na+].